The task is: Binary Classification. Given a miRNA mature sequence and a target amino acid sequence, predict their likelihood of interaction.. This data is from Experimentally validated miRNA-target interactions with 360,000+ pairs, plus equal number of negative samples. (1) The miRNA is hsa-miR-6851-3p with sequence UGGCCCUUUGUACCCCUCCAG. The protein sequence of the target gene is MDGIIEQKSMLVHSKISDAGKRNGLINTRNLMAESRDGLVSVYPAPQYQSHRVGASTVPASLDSSRSEPMQQLLDPNTLQQSVESRYRPNIILYSEGVLRSWGDGVAADCCETTFIEDRSPTKDSLEYPDGKFIDLSADDIKIHTLSYDVEEEEEFQELESDYSSDTESEDNFLMMPPRDHLGLSVFSMLCCFWPLGIAAFYLSHETNKAVAKGDLHQASTSSRRALFLAVLSITIGTGVYVGVAVALIAYLSKNNHL. Result: 0 (no interaction). (2) The miRNA is hsa-miR-548ao-5p with sequence AGAAGUAACUACGGUUUUUGCA. The protein sequence of the target gene is MAAESGSDFQQRRRRRRDPEEPEKTELSERELAVAVAVSQENDEENEERWVGPLPVEATLAKKRKVLEFERVYLDNLPSASMYERSYMHRDVITHVVCTKTDFIITASHDGHVKFWKKIEEGIEFVKHFRSHLGVIESIAVSSEGALFCSVGDDKAMKVFDVVNFDMINMLKLGYFPGQCEWIYCPGDAISSVAASEKSTGKIFIYDGRGDNQPLHIFDKLHTSPLTQIRLNPVYKAVVSSDKSGMIEYWTGPPHEYKFPKNVNWEYKTDTDLYEFAKCKAYPTSVCFSPDGKKIATIGS.... Result: 1 (interaction). (3) The protein sequence of the target gene is MSKCGRKKYMRTNVRQMTMETVESQQDRSVTRSVAEHSSAHMQTGQISVPTLAQVSVAGSGTGRGSPAVTLVQLPSGQTVQVQGVIQTPHPSVIQSPQIQTVQVATIAETDDSADSEVIDSHKRREILSRRPSYRKILNELSSDVPGIPKIEEEKSEEEGTPPNIATMAVPTSIYQTSTGQYIAIAQGGTIQISNPGSDGVQGLQALTMTNSGAPPPGATIVQYAAQSADGTQQFFVPGSQVVVQDEETDLAPSHMAAATGDMPTYQIRAPTTALPQGVVMAASPGSLHSPQQLAEEATR.... Result: 0 (no interaction). The miRNA is mmu-miR-380-3p with sequence UAUGUAGUAUGGUCCACAUCUU. (4) The miRNA is hsa-miR-3186-3p with sequence UCACGCGGAGAGAUGGCUUUG. The protein sequence of the target gene is MPGKHVSRVRALYRRILLLHRALPPDLKALGDQYVKDEFRRHKTVGPGEAQRFLKEWETYAAVLWQQAEDSRQSSTGKACFGTSLPEEKLNDFRDEQIGQLQELMQEATKPNRQFSITESTKPQL. Result: 0 (no interaction). (5) The miRNA is hsa-miR-2054 with sequence CUGUAAUAUAAAUUUAAUUUAUU. Result: 1 (interaction). The protein sequence of the target gene is MYLSRFLSIHALWVTVSSVMQPYPLVWGHYDLCKTQIYTEEGKVWDYMACQPESTDMTKYLKVKLDPPDITCGDPPETFCAMGNPYMCNNECDASTPELAHPPELMFDFEGRHPSTFWQSATWKEYPKPLQVNITLSWSKTIELTDNIVITFESGRPDQMILEKSLDYGRTWQPYQYYATDCLDAFHMDPKSVKDLSQHTVLEIICTEEYSTGYTTNSKIIHFEIKDRFAFFAGPRLRNMASLYGQLDTTKKLRDFFTVTDLRIRLLRPAVGEIFVDELHLARYFYAISDIKVRGRCKCN.... (6) The miRNA is hsa-miR-4777-3p with sequence AUACCUCAUCUAGAAUGCUGUA. The protein sequence of the target gene is MRWCLLLIWAQGLRQAPLASGMMTGTIETTGNISAEKGGSIILQCHLSSTTAQVTQVNWEQQDQLLAICNADLGWHISPSFKDRVAPGPGLGLTLQSLTVNDTGEYFCIYHTYPDGTYTGRIFLEVLESSVAEHGARFQIPLLGAMAATLVVICTAVIVVVALTRKKKALRIHSVEGDLRRKSAGQEEWSPSAPSPPGSCVQAEAAPAGLCGEQRGEDCAELHDYFNVLSYRSLGNCSFFTETG. Result: 1 (interaction). (7) The miRNA is hsa-miR-4704-3p with sequence UCAGUCACAUAUCUAGUGUCUA. The protein sequence of the target gene is MTPPRLFWVWLLVAGTQGVNDGDMRLADGGATNQGRVEIFYRGQWGTVCDNLWDLTDASVVCRALGFENATQALGRAAFGQGSGPIMLDEVQCTGTEASLADCKSLGWLKSNCRHERDAGVVCTNETRSTHTLDLSRELSEALGQIFDSQRGCDLSISVNVQGEDALGFCGHTVILTANLEAQALWKEPGSNVTMSVDAECVPMVRDLLRYFYSRRIDITLSSVKCFHKLASAYGARQLQGYCASLFAILLPQDPSFQMPLDLYAYAVATGDALLEKLCLQFLAWNFEALTQAEAWPSVP.... Result: 0 (no interaction). (8) The miRNA is mmu-miR-532-3p with sequence CCUCCCACACCCAAGGCUUGCA. The protein sequence of the target gene is MEAAVAPGRDAPAPAASQPSGCGKHNSPERKVYMDYNATTPLEPEVIQAMTKAMWEAWGNPSSPYSAGRKAKDIINAARESLAKMIGGKPQDIIFTSGGTESNNLVIHSVVKHFHANQTSKGHTGGHHSPVKGAKPHFITSSVEHDSIRLPLEHLVEEQVAAVTFVPVSKVSGQAEVDDILAAVRPTTRLVTIMLANNETGIVMPVPEISQRIKALNQERVAAGLPPILVHTDAAQALGKQRVDVEDLGVDFLTIVGHKFYGPRIGALYIRGLGEFTPLYPMLFGGGQERNFRPGTENTP.... Result: 0 (no interaction). (9) The miRNA is rno-miR-181c-5p with sequence AACAUUCAACCUGUCGGUGAGU. The protein sequence of the target gene is MMHLRLFCILLAAVSGAEGWGYYGCDEELVGPLYARSLGASSYYSLLTAPRFARLHGISGWSPRIGDPNPWLQIDLMKKHRIRAVATQGSFNSWDWVTRYMLLYGDRVDSWTPFYQRGHNSTFFGNVNESAVVRHDLHFHFTARYIRIVPLAWNPRGKIGLRLGLYGCPYKADILYFDGDDAISYRFPRGVSRSLWDVFAFSFKTEEKDGLLLHAEGAQGDYVTLELEGAHLLLHMSLGSSPIQPRPGHTTVSAGGVLNDQHWHYVRVDRFGRDVNFTLDGYVQRFILNGDFERLNLDTE.... Result: 0 (no interaction). (10) The miRNA is cel-miR-800-3p with sequence GCCAAACUCGGAAAUUGUCUGC. The protein sequence of the target gene is MQPPWGLALPLLLPWVTGGVGTSPWDYGLSALAHQPGVCQYGTKMACCYGWKRNNKGVCEAMCEPRCKFGECVGPNKCRCFPGYTGKTCTQDVNECGVKPRPCQHRCVNTHGSYKCFCLSGHMLLPDATCSNSRTCARLNCQYGCEDTEEGPRCVCPSSGLRLGPNGRVCLDIDECASSKAVCPSNRRCVNTFGSYYCKCHIGFELKYIGRRYDCVDINECALNTHPCSPHANCLNTRGSFKCKCKQGYRGNGLQCSVIPEHSVKEILTAPGTIKDRIKKLLAHKRTMKKKVKLKMVTPR.... Result: 0 (no interaction).